From a dataset of Aqueous solubility values for 9,982 compounds from the AqSolDB database. Regression/Classification. Given a drug SMILES string, predict its absorption, distribution, metabolism, or excretion properties. Task type varies by dataset: regression for continuous measurements (e.g., permeability, clearance, half-life) or binary classification for categorical outcomes (e.g., BBB penetration, CYP inhibition). For this dataset (solubility_aqsoldb), we predict Y. The drug is CCC(C)(C)CO. The Y is -1.04 log mol/L.